Dataset: Forward reaction prediction with 1.9M reactions from USPTO patents (1976-2016). Task: Predict the product of the given reaction. (1) Given the reactants Cl[C:2]1[CH:7]=[CH:6][C:5]([S:8]([NH:11][C:12]2[CH:17]=[CH:16][CH:15]=[C:14]([Cl:18])[CH:13]=2)(=[O:10])=[O:9])=[CH:4][C:3]=1[N+:19]([O-:21])=[O:20].[CH3:22][N:23]1[CH2:28][CH2:27][NH:26][CH2:25][CH2:24]1.C([O-])([O-])=O.[K+].[K+], predict the reaction product. The product is: [Cl:18][C:14]1[CH:13]=[C:12]([NH:11][S:8]([C:5]2[CH:6]=[CH:7][C:2]([N:26]3[CH2:27][CH2:28][N:23]([CH3:22])[CH2:24][CH2:25]3)=[C:3]([N+:19]([O-:21])=[O:20])[CH:4]=2)(=[O:10])=[O:9])[CH:17]=[CH:16][CH:15]=1. (2) Given the reactants [CH3:1][N:2]([CH3:26])[C:3]1[CH:4]=[C:5]([F:25])[C:6]2[N:7]([C:18]([O:20][C:21]([CH3:24])([CH3:23])[CH3:22])=[O:19])[C:8]3[C:13]([S:14][C:15]=2[CH:16]=1)=[CH:12][C:11](Br)=[CH:10][CH:9]=3.C1(C)C=CC=CC=1.C1C=CC(P(C2C(C3C(P(C4C=CC=CC=4)C4C=CC=CC=4)=CC=C4C=3C=CC=C4)=C3C(C=CC=C3)=CC=2)C2C=CC=CC=2)=CC=1.C([O-])([O-])=O.[Cs+].[Cs+].[NH:86]1[CH2:91][CH2:90][O:89][CH2:88][CH2:87]1, predict the reaction product. The product is: [CH3:1][N:2]([CH3:26])[C:3]1[CH:4]=[C:5]([F:25])[C:6]2[N:7]([C:18]([O:20][C:21]([CH3:24])([CH3:23])[CH3:22])=[O:19])[C:8]3[C:13]([S:14][C:15]=2[CH:16]=1)=[CH:12][C:11]([N:86]1[CH2:91][CH2:90][O:89][CH2:88][CH2:87]1)=[CH:10][CH:9]=3. (3) Given the reactants [F:1][C:2]1[CH:10]=[CH:9][C:8]([CH2:11][C:12]2[C:21]3[C:16](=[CH:17][CH:18]=[CH:19][CH:20]=3)[C:15](=[O:22])[NH:14][N:13]=2)=[CH:7][C:3]=1[C:4]([OH:6])=O.[CH3:23][N:24]([CH3:34])[CH2:25][CH2:26][O:27][CH:28]1[CH2:33][CH2:32][NH:31][CH2:30][CH2:29]1.CCN(C(C)C)C(C)C, predict the reaction product. The product is: [CH3:23][N:24]([CH3:34])[CH2:25][CH2:26][O:27][CH:28]1[CH2:33][CH2:32][N:31]([C:4]([C:3]2[CH:7]=[C:8]([CH:9]=[CH:10][C:2]=2[F:1])[CH2:11][C:12]2[C:21]3[C:16](=[CH:17][CH:18]=[CH:19][CH:20]=3)[C:15](=[O:22])[NH:14][N:13]=2)=[O:6])[CH2:30][CH2:29]1.